This data is from Full USPTO retrosynthesis dataset with 1.9M reactions from patents (1976-2016). The task is: Predict the reactants needed to synthesize the given product. (1) Given the product [Cl:28][C:2]([Cl:1])([Cl:27])[CH2:3][O:4][C:5]([C@@H:7]1[CH2:12][CH2:11][CH2:10][N:9]([C:13](=[O:15])[C@@H:44]([NH:43][C:41]([O:40][C:37]([CH3:39])([CH3:38])[CH3:36])=[O:42])[CH2:45][N:46]2[CH:47]=[CH:48][CH:49]=[N:50]2)[NH:8]1)=[O:6], predict the reactants needed to synthesize it. The reactants are: [Cl:1][C:2]([Cl:28])([Cl:27])[CH2:3][O:4][C:5]([C@@H:7]1[CH2:12][CH2:11][CH2:10][N:9]([C:13]([O:15]C(C)(C)C)=O)[N:8]1C(OC(C)(C)C)=O)=[O:6].FC(F)(F)C(O)=O.[CH3:36][C:37]([O:40][C:41]([NH:43][C@H:44](C(O)=O)[CH2:45][N:46]1[N:50]=[CH:49][CH:48]=[CH:47]1)=[O:42])([CH3:39])[CH3:38].C(N(CC)C(C)C)(C)C.C[NH3+].F[P-](F)(F)(F)(F)F.N1(OC(N(C)C)=[N+](C)C)C2N=CC=CC=2N=N1.F[P-](F)(F)(F)(F)F. (2) Given the product [NH2:1][CH2:4][CH2:5][O:6][CH2:7][CH2:8][O:9][CH2:10][CH:11]([O:22][CH2:23][C:24]([O:26][C:27]([CH3:30])([CH3:29])[CH3:28])=[O:25])[CH2:12][O:13][CH2:14][CH2:15][O:16][CH2:17][CH2:18][NH2:19], predict the reactants needed to synthesize it. The reactants are: [N:1]([CH2:4][CH2:5][O:6][CH2:7][CH2:8][O:9][CH2:10][CH:11]([O:22][CH2:23][C:24]([O:26][C:27]([CH3:30])([CH3:29])[CH3:28])=[O:25])[CH2:12][O:13][CH2:14][CH2:15][O:16][CH2:17][CH2:18][N:19]=[N+]=[N-])=[N+]=[N-].C(O)(=O)C. (3) Given the product [NH:18]1[CH:19]=[N:20][C:16]([C:12]2[CH:11]=[C:10]3[C:15](=[CH:14][CH:13]=2)[NH:7][N:8]=[C:9]3[C:40]2[CH:41]=[C:42]([NH:46][C:49](=[O:50])[CH2:48][N:65]3[CH2:66][CH2:67][N:62]([CH3:61])[CH2:63][CH2:64]3)[CH:43]=[CH:44][CH:45]=2)=[N:17]1, predict the reactants needed to synthesize it. The reactants are: O1CCCCC1[N:7]1[C:15]2[C:10](=[CH:11][C:12]([C:16]3[N:20]=[CH:19][N:18](C(C4C=CC=CC=4)(C4C=CC=CC=4)C4C=CC=CC=4)[N:17]=3)=[CH:13][CH:14]=2)[C:9]([C:40]2[CH:41]=[C:42]([NH2:46])[CH:43]=[CH:44][CH:45]=2)=[N:8]1.Cl[CH2:48][C:49](Cl)=[O:50].C(N(CC)C(C)C)(C)C.[CH3:61][N:62]1[CH2:67][CH2:66][NH:65][CH2:64][CH2:63]1. (4) Given the product [F:34][C:35]1[CH:36]=[C:37]([CH2:42][C:43]([CH3:47])([CH3:46])[CH2:44][CH:12]=[O:13])[CH:38]=[CH:39][C:40]=1[CH3:41], predict the reactants needed to synthesize it. The reactants are: C[Si]([N-][Si](C)(C)C)(C)C.[Li+].[Cl-].[CH3:12][O:13]C[P+](C1C=CC=CC=1)(C1C=CC=CC=1)C1C=CC=CC=1.[F:34][C:35]1[CH:36]=[C:37]([CH2:42][C:43]([CH3:47])([CH3:46])[CH:44]=O)[CH:38]=[CH:39][C:40]=1[CH3:41]. (5) The reactants are: [CH:1]1([N:4]2[C:8]3[N:9]=[CH:10][N:11]=[CH:12][C:7]=3[C:6]([C:13]([C:15]3[CH:20]=[CH:19][N:18]=[C:17]([N:21]=C(C4C=CC=CC=4)C4C=CC=CC=4)[CH:16]=3)=[O:14])=[CH:5]2)[CH2:3][CH2:2]1.Cl. Given the product [NH2:21][C:17]1[CH:16]=[C:15]([C:13]([C:6]2[C:7]3[CH:12]=[N:11][CH:10]=[N:9][C:8]=3[N:4]([CH:1]3[CH2:2][CH2:3]3)[CH:5]=2)=[O:14])[CH:20]=[CH:19][N:18]=1, predict the reactants needed to synthesize it. (6) Given the product [CH3:1][C:2]([CH3:13])([CH2:6][C:7]1[CH:12]=[CH:11][CH:10]=[CH:9][CH:8]=1)[C:3]([N:15]([CH3:14])[C@H:16]1[CH2:35][N:20]2[C:21]3[C:26]([C:27]([CH2:28][C:29]([OH:31])=[O:30])=[C:19]2[CH2:18][CH2:17]1)=[CH:25][CH:24]=[CH:23][CH:22]=3)=[O:4], predict the reactants needed to synthesize it. The reactants are: [CH3:1][C:2]([CH3:13])([CH2:6][C:7]1[CH:12]=[CH:11][CH:10]=[CH:9][CH:8]=1)[C:3](Cl)=[O:4].[CH3:14][NH:15][C@H:16]1[CH2:35][N:20]2[C:21]3[C:26]([C:27]([CH2:28][C:29]([O:31]CCC)=[O:30])=[C:19]2[CH2:18][CH2:17]1)=[CH:25][CH:24]=[CH:23][CH:22]=3. (7) Given the product [F:1][C:2]1[CH:3]=[CH:4][C:5]([CH2:9][OH:10])=[C:6]([O:8][CH:13]([C:14]2[CH:19]=[CH:18][CH:17]=[CH:16][CH:15]=2)[CH3:12])[CH:7]=1, predict the reactants needed to synthesize it. The reactants are: [F:1][C:2]1[CH:3]=[CH:4][C:5]([CH2:9][OH:10])=[C:6]([OH:8])[CH:7]=1.Br[CH2:12][CH2:13][C:14]1[CH:19]=[CH:18][CH:17]=[CH:16][CH:15]=1.